Dataset: Full USPTO retrosynthesis dataset with 1.9M reactions from patents (1976-2016). Task: Predict the reactants needed to synthesize the given product. (1) Given the product [NH2:1][C:2]1[C:7]([C:8]([C:10]2[CH:15]=[C:14]([F:16])[CH:13]=[CH:12][C:11]=2[O:17][CH3:18])=[O:9])=[CH:6][N:5]=[C:4]([NH:19][CH:20]2[CH2:25][CH2:24][N:23]([S:26]([CH2:29][CH2:30][CH2:31][NH:33][C@@H:34]([CH2:35][OH:36])[CH:37]([CH3:39])[CH3:38])(=[O:28])=[O:27])[CH2:22][CH2:21]2)[N:3]=1, predict the reactants needed to synthesize it. The reactants are: [NH2:1][C:2]1[C:7]([C:8]([C:10]2[CH:15]=[C:14]([F:16])[CH:13]=[CH:12][C:11]=2[O:17][CH3:18])=[O:9])=[CH:6][N:5]=[C:4]([NH:19][CH:20]2[CH2:25][CH2:24][N:23]([S:26]([CH2:29][CH2:30][CH2:31]Cl)(=[O:28])=[O:27])[CH2:22][CH2:21]2)[N:3]=1.[NH2:33][C@H:34]([CH:37]([CH3:39])[CH3:38])[CH2:35][OH:36]. (2) Given the product [CH:21]([C:24]1[CH:29]=[CH:28][CH:27]=[C:26]([CH:30]([CH3:31])[CH3:32])[C:25]=1[NH:33][C:34](=[O:35])[N:10]([CH2:9][C:6]1[CH:5]=[CH:4][C:3]([N:2]([CH3:20])[CH3:1])=[CH:8][CH:7]=1)[C:11]1[CH:16]=[CH:15][CH:14]=[CH:13][C:12]=1[CH:17]([CH3:18])[CH3:19])([CH3:22])[CH3:23], predict the reactants needed to synthesize it. The reactants are: [CH3:1][N:2]([CH3:20])[C:3]1[CH:8]=[CH:7][C:6]([CH2:9][NH:10][C:11]2[CH:16]=[CH:15][CH:14]=[CH:13][C:12]=2[CH:17]([CH3:19])[CH3:18])=[CH:5][CH:4]=1.[CH:21]([C:24]1[CH:29]=[CH:28][CH:27]=[C:26]([CH:30]([CH3:32])[CH3:31])[C:25]=1[N:33]=[C:34]=[O:35])([CH3:23])[CH3:22].